Predict the reaction yield, written as a fraction of the theoretical maximum amount of product (1.0 means a 100% yield; for example, 0.34 means a 34% yield). From a dataset of Reaction yield outcomes from USPTO patents with 853,638 reactions. (1) The reactants are [Cl:1][C:2]1[CH:7]=[C:6]2[NH:8][C:9](=[O:30])[C:10]3([CH:15]([C:16]4[CH:21]=[CH:20][CH:19]=[C:18]([Cl:22])[CH:17]=4)[CH2:14][CH2:13][NH:12][CH:11]3[C:23]3[CH:28]=[CH:27][CH:26]=[C:25]([F:29])[CH:24]=3)[C:5]2=[CH:4][CH:3]=1. The catalyst is ClCCl. The product is [Cl:1][C:2]1[CH:7]=[C:6]2[NH:8][C:9](=[O:30])[C:10]3([CH:15]([C:16]4[CH:21]=[CH:20][CH:19]=[C:18]([Cl:22])[CH:17]=4)[CH2:14][CH2:13][N:12]([C:9]([NH:8][CH:6]4[CH2:7][CH2:2][CH2:3][CH2:4][CH2:5]4)=[O:30])[CH:11]3[C:23]3[CH:28]=[CH:27][CH:26]=[C:25]([F:29])[CH:24]=3)[C:5]2=[CH:4][CH:3]=1. The yield is 0.577. (2) The reactants are [CH2:1]([C:5]1[CH:10]=[CH:9][C:8]([C:11]#[C:12][C:13]2[CH:33]=[CH:32][C:16]([CH2:17][NH:18][C:19]3[CH:31]=[CH:30][C:22]4[O:23][C:24]([CH3:29])([CH3:28])[O:25][C:26](=[O:27])[C:21]=4[CH:20]=3)=[CH:15][CH:14]=2)=[CH:7][CH:6]=1)[CH2:2][CH2:3][CH3:4].[C:34]1([CH2:40][CH2:41][CH:42]=O)[CH:39]=[CH:38][CH:37]=[CH:36][CH:35]=1.C(O[BH-](OC(=O)C)OC(=O)C)(=O)C.[Na+]. The catalyst is ClCCCl. The product is [CH2:1]([C:5]1[CH:6]=[CH:7][C:8]([C:11]#[C:12][C:13]2[CH:33]=[CH:32][C:16]([CH2:17][N:18]([CH2:42][CH2:41][CH2:40][C:34]3[CH:39]=[CH:38][CH:37]=[CH:36][CH:35]=3)[C:19]3[CH:31]=[CH:30][C:22]4[O:23][C:24]([CH3:29])([CH3:28])[O:25][C:26](=[O:27])[C:21]=4[CH:20]=3)=[CH:15][CH:14]=2)=[CH:9][CH:10]=1)[CH2:2][CH2:3][CH3:4]. The yield is 0.770. (3) The reactants are [CH3:1][O:2][C:3](=[O:22])[CH:4]([C:9]1[CH:14]=[CH:13][C:12]([NH2:15])=[C:11]([C:16]2[CH2:21][CH2:20][CH2:19][CH2:18][CH:17]=2)[CH:10]=1)[C:5]([O:7][CH3:8])=[O:6].[C:23]([C:25]1[N:26]=[C:27]([C:38]([O-])=[O:39])[N:28]([CH2:30][O:31][CH2:32][CH2:33][Si:34]([CH3:37])([CH3:36])[CH3:35])[CH:29]=1)#[N:24].[K+].F[P-](F)(F)(F)(F)F.Br[P+](N1CCCC1)(N1CCCC1)N1CCCC1.CCN(C(C)C)C(C)C. The catalyst is CN(C=O)C.CCOC(C)=O. The product is [CH3:1][O:2][C:3](=[O:22])[CH:4]([C:9]1[CH:14]=[CH:13][C:12]([NH:15][C:38]([C:27]2[N:28]([CH2:30][O:31][CH2:32][CH2:33][Si:34]([CH3:37])([CH3:36])[CH3:35])[CH:29]=[C:25]([C:23]#[N:24])[N:26]=2)=[O:39])=[C:11]([C:16]2[CH2:21][CH2:20][CH2:19][CH2:18][CH:17]=2)[CH:10]=1)[C:5]([O:7][CH3:8])=[O:6]. The yield is 0.850.